Dataset: Full USPTO retrosynthesis dataset with 1.9M reactions from patents (1976-2016). Task: Predict the reactants needed to synthesize the given product. (1) Given the product [CH2:27]([C:24]1[CH:23]=[CH:22][C:21]([O:20][CH2:19][C:18](=[O:35])[CH2:17][N:14]2[C:15]3[C:11](=[CH:10][CH:9]=[C:8]([C:6]([OH:7])=[O:5])[CH:16]=3)[CH:12]=[CH:13]2)=[CH:26][CH:25]=1)[CH2:28][CH2:29][CH2:30][CH2:31][CH2:32][CH2:33][CH3:34], predict the reactants needed to synthesize it. The reactants are: C([O:5][C:6]([C:8]1[CH:16]=[C:15]2[C:11]([CH:12]=[CH:13][N:14]2[CH2:17][C:18](=[O:35])[CH2:19][O:20][C:21]2[CH:26]=[CH:25][C:24]([CH2:27][CH2:28][CH2:29][CH2:30][CH2:31][CH2:32][CH2:33][CH3:34])=[CH:23][CH:22]=2)=[CH:10][CH:9]=1)=[O:7])(C)(C)C.FC(F)(F)C(O)=O. (2) Given the product [CH2:1]([S:8][CH2:25][CH2:24][C:19]1[C:20]([CH3:23])=[N:21][O:22][C:18]=1[C:15]1[CH:16]=[CH:17][C:12]([Br:11])=[CH:13][CH:14]=1)[C:2]1[CH:7]=[CH:6][CH:5]=[CH:4][CH:3]=1, predict the reactants needed to synthesize it. The reactants are: [CH2:1]([SH:8])[C:2]1[CH:7]=[CH:6][CH:5]=[CH:4][CH:3]=1.[OH-].[Na+].[Br:11][C:12]1[CH:17]=[CH:16][C:15]([C:18]2[O:22][N:21]=[C:20]([CH3:23])[C:19]=2[CH2:24][CH2:25]OS(C)(=O)=O)=[CH:14][CH:13]=1. (3) Given the product [C:17]([O:16][C:14]([N:10]1[CH2:11][CH2:12][CH2:13][CH:9]1[CH2:8][O:1][C:2]1[CH:7]=[CH:6][N:25]=[CH:4][CH:3]=1)=[O:15])([CH3:20])([CH3:19])[CH3:18], predict the reactants needed to synthesize it. The reactants are: [O:1]([CH2:8][C@@H:9]1[CH2:13][CH2:12][CH2:11][N:10]1[C:14]([O:16][C:17]([CH3:20])([CH3:19])[CH3:18])=[O:15])[C:2]1[CH:7]=[CH:6]C=[CH:4][CH:3]=1.OC1C=C[N:25]=CC=1. (4) Given the product [CH2:1]([S:3]([N:6]1[CH2:7][CH2:8][CH:9]([C:12]2[C:20]3[C:15](=[C:16]([C:29]([NH2:31])=[O:30])[CH:17]=[C:18]([C:21]4[CH:26]=[CH:25][CH:24]=[C:23]([CH2:27][N:32]5[CH2:37][CH2:36][CH2:35][CH2:34][CH2:33]5)[CH:22]=4)[CH:19]=3)[NH:14][CH:13]=2)[CH2:10][CH2:11]1)(=[O:4])=[O:5])[CH3:2], predict the reactants needed to synthesize it. The reactants are: [CH2:1]([S:3]([N:6]1[CH2:11][CH2:10][CH:9]([C:12]2[C:20]3[C:15](=[C:16]([C:29]([NH2:31])=[O:30])[CH:17]=[C:18]([C:21]4[CH:26]=[CH:25][CH:24]=[C:23]([CH:27]=O)[CH:22]=4)[CH:19]=3)[NH:14][CH:13]=2)[CH2:8][CH2:7]1)(=[O:5])=[O:4])[CH3:2].[NH:32]1[CH2:37][CH2:36][CH2:35][CH2:34][CH2:33]1.[BH-](OC(C)=O)(OC(C)=O)OC(C)=O.[Na+]. (5) Given the product [CH:1]1[C:13]2[NH:12][C:11]3[C:6](=[CH:7][CH:8]=[CH:9][CH:10]=3)[C:5]=2[C:4]([C:14]([NH2:16])=[O:15])=[CH:3][CH:2]=1, predict the reactants needed to synthesize it. The reactants are: [CH2:1]1[C:13]2[NH:12][C:11]3[C:6](=[CH:7][CH:8]=[CH:9][CH:10]=3)[C:5]=2[CH:4]([C:14]([NH2:16])=[O:15])[CH2:3][CH2:2]1.CCOCCOCCO. (6) Given the product [ClH:1].[O:37]=[C:38]1[N:42]([CH2:43][C:44]([N:28]2[CH2:29][CH2:30][C@H:25]([NH:24][CH2:23][C:14]3[CH:13]=[C:12]([C:5]4[CH:6]=[CH:7][C:8]([C:10]#[N:11])=[CH:9][C:4]=4[F:3])[CH:17]=[CH:16][C:15]=3[O:18][C:19]([F:21])([F:22])[F:20])[C@H:26]([C:31]3[CH:32]=[CH:33][CH:34]=[CH:35][CH:36]=3)[CH2:27]2)=[O:45])[C:41](=[O:47])[C:40]2([CH2:51][CH2:50][CH2:49][CH2:48]2)[NH:39]1, predict the reactants needed to synthesize it. The reactants are: [ClH:1].Cl.[F:3][C:4]1[CH:9]=[C:8]([C:10]#[N:11])[CH:7]=[CH:6][C:5]=1[C:12]1[CH:17]=[CH:16][C:15]([O:18][C:19]([F:22])([F:21])[F:20])=[C:14]([CH2:23][NH:24][C@H:25]2[CH2:30][CH2:29][NH:28][CH2:27][C@H:26]2[C:31]2[CH:36]=[CH:35][CH:34]=[CH:33][CH:32]=2)[CH:13]=1.[O:37]=[C:38]1[N:42]([CH2:43][C:44](O)=[O:45])[C:41](=[O:47])[C:40]2([CH2:51][CH2:50][CH2:49][CH2:48]2)[NH:39]1.Cl.C(OCC)(=O)C. (7) The reactants are: [CH3:1][O:2][C:3]([C@@H:5]1[CH:14]=[C:13]2[C@@H:8]([CH2:9][C:10]3[C:11]4[C:18]([NH:19][CH:20]=3)=[CH:17][CH:16]=[CH:15][C:12]=42)[N:7](C#N)[CH2:6]1)=[O:4].O. Given the product [CH3:1][O:2][C:3]([C@@H:5]1[CH:14]=[C:13]2[C@@H:8]([CH2:9][C:10]3[C:11]4[C:18]([NH:19][CH:20]=3)=[CH:17][CH:16]=[CH:15][C:12]=42)[NH:7][CH2:6]1)=[O:4], predict the reactants needed to synthesize it. (8) Given the product [CH2:29]([O:28][CH:14]([CH:15]([C:22]1[CH:23]=[CH:24][CH:25]=[CH:26][CH:27]=1)[C:16]1[CH:21]=[CH:20][CH:19]=[CH:18][CH:17]=1)[C:13]([NH:12][C:6]1[CH:7]=[CH:8][CH:9]=[C:10]([F:11])[C:5]=1[CH2:4][CH2:3][C@H:2]([NH:1][S:45]([C:39]1[CH:44]=[CH:43][CH:42]=[CH:41][CH:40]=1)(=[O:47])=[O:46])[CH2:37][OH:38])=[O:36])[C:30]1[CH:31]=[CH:32][CH:33]=[CH:34][CH:35]=1, predict the reactants needed to synthesize it. The reactants are: [NH2:1][C@H:2]([CH2:37][OH:38])[CH2:3][CH2:4][C:5]1[C:10]([F:11])=[CH:9][CH:8]=[CH:7][C:6]=1[NH:12][C:13](=[O:36])[CH:14]([O:28][CH2:29][C:30]1[CH:35]=[CH:34][CH:33]=[CH:32][CH:31]=1)[CH:15]([C:22]1[CH:27]=[CH:26][CH:25]=[CH:24][CH:23]=1)[C:16]1[CH:21]=[CH:20][CH:19]=[CH:18][CH:17]=1.[C:39]1([S:45](Cl)(=[O:47])=[O:46])[CH:44]=[CH:43][CH:42]=[CH:41][CH:40]=1. (9) Given the product [NH2:3][CH2:12][CH2:13][CH2:14][C:15]#[C:16][C:17]1[CH:18]=[C:19]([CH:34]=[C:35]([O:37][CH3:38])[CH:36]=1)[O:20][CH:21]1[CH2:22][CH2:23][N:24]([C:27]([O:29][C:30]([CH3:32])([CH3:33])[CH3:31])=[O:28])[CH2:25][CH2:26]1, predict the reactants needed to synthesize it. The reactants are: O=C1C2C(=CC=CC=2)C(=O)[N:3]1[CH2:12][CH2:13][CH2:14][C:15]#[C:16][C:17]1[CH:18]=[C:19]([CH:34]=[C:35]([O:37][CH3:38])[CH:36]=1)[O:20][CH:21]1[CH2:26][CH2:25][N:24]([C:27]([O:29][C:30]([CH3:33])([CH3:32])[CH3:31])=[O:28])[CH2:23][CH2:22]1.O.NN. (10) Given the product [O:19]=[C:17]1[NH:1][CH2:4][CH2:5][CH2:6][N:7]2[CH:11]=[C:10]([C:12]([O:14][CH2:15][CH3:16])=[O:13])[CH:9]=[C:8]12, predict the reactants needed to synthesize it. The reactants are: [N:1]([CH2:4][CH2:5][CH2:6][N:7]1[CH:11]=[C:10]([C:12]([O:14][CH2:15][CH3:16])=[O:13])[CH:9]=[C:8]1[C:17]([O:19]CC)=O)=[N+]=[N-].C(=O)([O-])[O-].[K+].[K+].